Dataset: Retrosynthesis with 50K atom-mapped reactions and 10 reaction types from USPTO. Task: Predict the reactants needed to synthesize the given product. (1) Given the product CSc1ncnc2cnn(CCOCCOC(=O)c3ccccc3)c12, predict the reactants needed to synthesize it. The reactants are: CS(=O)(=O)OCCOCCOC(=O)c1ccccc1.CSc1ncnc2cn[nH]c12. (2) Given the product Nc1ccc2c(c1)C(=O)CCO2, predict the reactants needed to synthesize it. The reactants are: O=C1CCOc2ccc([N+](=O)[O-])cc21. (3) Given the product COC(=O)c1ccc(OC2CCCCC2)cc1C(=O)OC, predict the reactants needed to synthesize it. The reactants are: COC(=O)c1ccc(OC2C=CCCC2)cc1C(=O)OC. (4) Given the product COc1c(OCc2ccccc2)c2ccc(OC(C)=O)cc2oc1=O, predict the reactants needed to synthesize it. The reactants are: BrCc1ccccc1.COc1c(O)c2ccc(OC(C)=O)cc2oc1=O. (5) Given the product CCNC(=O)Nc1cc(-c2nc(C(F)(F)F)cs2)c(-c2ccc3c(c2)c(=O)c(C(=O)O)cn3C[C@@H]2CCN(CCN3CCOCC3)C2)cn1, predict the reactants needed to synthesize it. The reactants are: CCNC(=O)Nc1cc(-c2nc(C(F)(F)F)cs2)c(-c2ccc3c(c2)c(=O)c(C(=O)OCC)cn3C[C@@H]2CCN(CCN3CCOCC3)C2)cn1. (6) Given the product C=Cc1ccc(C(C)(C)[C@@](C)(C(=O)O)N(C)C(=O)OC(C)(C)C)cc1, predict the reactants needed to synthesize it. The reactants are: CC#N.CN(C(=O)OC(C)(C)C)[C@](C)(C(=O)O)C(C)(C)c1ccc(Br)cc1. (7) Given the product Fc1ncccc1-c1ncnc2[nH]ccc12, predict the reactants needed to synthesize it. The reactants are: CC1(C)OB(c2cccnc2F)OC1(C)C.Clc1ncnc2[nH]ccc12.